This data is from Reaction yield outcomes from USPTO patents with 853,638 reactions. The task is: Predict the reaction yield, written as a fraction of the theoretical maximum amount of product (1.0 means a 100% yield; for example, 0.34 means a 34% yield). (1) The reactants are [NH2:1][C:2]1([CH2:6][NH:7][C:8]2[C:17]3[C:12](=[CH:13][CH:14]=[C:15]([CH3:18])[CH:16]=3)[N:11]=[C:10]([N:19]3[CH2:25][C:24]4[CH:26]=[CH:27][CH:28]=[CH:29][C:23]=4[S:22](=[O:31])(=[O:30])[CH2:21][CH2:20]3)[CH:9]=2)[CH2:5][O:4][CH2:3]1.[CH:32](=O)[CH3:33].C(O)(=O)C.C([BH3-])#N.[Na+]. The catalyst is CO.O1CCCC1.C(OCC)(=O)C. The product is [O:30]=[S:22]1(=[O:31])[C:23]2[CH:29]=[CH:28][CH:27]=[CH:26][C:24]=2[CH2:25][N:19]([C:10]2[CH:9]=[C:8]([NH:7][CH2:6][C:2]3([NH:1][CH2:32][CH3:33])[CH2:5][O:4][CH2:3]3)[C:17]3[C:12](=[CH:13][CH:14]=[C:15]([CH3:18])[CH:16]=3)[N:11]=2)[CH2:20][CH2:21]1. The yield is 0.200. (2) The reactants are [CH3:1][C:2]1[C:11]2[C:6](=[CH:7][CH:8]=[CH:9][CH:10]=2)[CH:5]=[N:4][CH:3]=1.C1C=C(Cl)C=C(C(OO)=[O:20])C=1. The catalyst is C(Cl)Cl. The product is [CH3:1][C:2]1[C:11]2[C:6](=[CH:7][CH:8]=[CH:9][CH:10]=2)[CH:5]=[N+:4]([O-:20])[CH:3]=1. The yield is 0.880. (3) The reactants are Br[C:2]1[CH:3]=[C:4]([C:8]2([C:18]3[CH:19]=[N:20][CH:21]=[C:22]([F:24])[CH:23]=3)[C:16]3[C:11](=[CH:12][CH:13]=[CH:14][CH:15]=3)[C:10]([NH2:17])=[N:9]2)[CH:5]=[CH:6][CH:7]=1.[N:25]1[CH:30]=[C:29](B(O)O)[CH:28]=[N:27][CH:26]=1. No catalyst specified. The product is [F:24][C:22]1[CH:23]=[C:18]([C:8]2([C:16]3[CH:11]=[CH:12][CH:13]=[C:14]([C:29]4[CH:30]=[N:25][CH:26]=[N:27][CH:28]=4)[CH:15]=3)[C:4]3[C:3](=[CH:2][CH:7]=[CH:6][CH:5]=3)[C:10]([NH2:17])=[N:9]2)[CH:19]=[N:20][CH:21]=1. The yield is 0.410. (4) The reactants are [O:1]([CH2:8][CH2:9][NH2:10])[C:2]1[CH:7]=[CH:6][CH:5]=[CH:4][CH:3]=1.[C:11]([N:15]1[C:19](=[O:20])[C:18](Cl)=[C:17]([C:22]2[CH:27]=[CH:26][CH:25]=[CH:24][CH:23]=2)[S:16]1(=[O:29])=[O:28])([CH3:14])([CH3:13])[CH3:12]. No catalyst specified. The product is [C:11]([N:15]1[C:19](=[O:20])[C:18]([NH:10][CH2:9][CH2:8][O:1][C:2]2[CH:7]=[CH:6][CH:5]=[CH:4][CH:3]=2)=[C:17]([C:22]2[CH:27]=[CH:26][CH:25]=[CH:24][CH:23]=2)[S:16]1(=[O:28])=[O:29])([CH3:14])([CH3:12])[CH3:13]. The yield is 0.130. (5) The reactants are [C:1]([C:4]1[CH:9]=[CH:8][C:7]([NH:10][S:11]([CH3:14])(=[O:13])=[O:12])=[CH:6][CH:5]=1)(=[O:3])[CH3:2].[CH:15]([C:17]1[C:29]([O:30][CH3:31])=[CH:28][C:20]([O:21][C:22]([CH3:27])([CH3:26])[C:23]([OH:25])=[O:24])=[C:19]([C:32]2[S:33][CH:34]=[CH:35][CH:36]=2)[CH:18]=1)=O.C[O-].[Li+]. The catalyst is CN(C=O)C.CO.O. The product is [CH3:14][S:11]([NH:10][C:7]1[CH:6]=[CH:5][C:4]([C:1](=[O:3])/[CH:2]=[CH:15]/[C:17]2[C:29]([O:30][CH3:31])=[CH:28][C:20]([O:21][C:22]([CH3:27])([CH3:26])[C:23]([OH:25])=[O:24])=[C:19]([C:32]3[S:33][CH:34]=[CH:35][CH:36]=3)[CH:18]=2)=[CH:9][CH:8]=1)(=[O:12])=[O:13]. The yield is 0.140. (6) The catalyst is CN(C)C1C=CN=CC=1.C1COCC1. The reactants are [F:1][CH2:2][C:3]([C:7]1[O:11][N:10]=[C:9]([NH:12][C:13](=[O:21])OC2C=CC=CC=2)[CH:8]=1)([CH3:6])[CH2:4][F:5].[CH3:22][O:23][C:24]1[CH:25]=[C:26]2[C:31](=[CH:32][C:33]=1[O:34][CH3:35])[N:30]=[CH:29][N:28]=[C:27]2[S:36][C:37]1[CH:38]=[C:39]([CH:41]=[CH:42][CH:43]=1)[NH2:40]. The yield is 0.310. The product is [F:5][CH2:4][C:3]([C:7]1[O:11][N:10]=[C:9]([NH:12][C:13]([NH:40][C:39]2[CH:41]=[CH:42][CH:43]=[C:37]([S:36][C:27]3[C:26]4[C:31](=[CH:32][C:33]([O:34][CH3:35])=[C:24]([O:23][CH3:22])[CH:25]=4)[N:30]=[CH:29][N:28]=3)[CH:38]=2)=[O:21])[CH:8]=1)([CH3:6])[CH2:2][F:1]. (7) The reactants are [C:1]([OH:4])(=[O:3])[CH3:2].[C-:5]#N.[Na+].[C:8]([Si:12]([CH3:42])([CH3:41])[O:13][C@H:14]([C:20]1[CH:25]=[CH:24][C:23]([C:26]2[C@@H:27]([CH2:31][CH2:32][CH2:33][C:34]3[S:38]C(C=O)=[CH:36][CH:35]=3)[CH2:28][CH2:29][CH:30]=2)=[CH:22][CH:21]=1)[CH2:15][CH2:16][CH2:17][CH2:18][CH3:19])([CH3:11])([CH3:10])[CH3:9]. The catalyst is CO.O=[Mn]=O. The product is [CH3:5][O:3][C:1]([C:2]1[S:38][C:34]([CH2:33][CH2:32][CH2:31][C@H:27]2[CH2:28][CH2:29][CH:30]=[C:26]2[C:23]2[CH:22]=[CH:21][C:20]([C@@H:14]([O:13][Si:12]([C:8]([CH3:10])([CH3:9])[CH3:11])([CH3:41])[CH3:42])[CH2:15][CH2:16][CH2:17][CH2:18][CH3:19])=[CH:25][CH:24]=2)=[CH:35][CH:36]=1)=[O:4]. The yield is 0.990.